This data is from Full USPTO retrosynthesis dataset with 1.9M reactions from patents (1976-2016). The task is: Predict the reactants needed to synthesize the given product. (1) Given the product [CH2:11]([N:14]1[C:22]2[C:17](=[CH:18][CH:19]=[C:20]([C:23]([O:25][CH3:26])=[O:24])[CH:21]=2)[C:16]([CH:27]2[CH2:32][CH2:31][CH2:30][CH2:29][CH2:28]2)=[C:15]1[C:33]1[CH:38]=[CH:37][C:36]([O:39][CH3:40])=[CH:35][C:34]=1[CH:41]=[O:42])[CH:12]=[CH2:13], predict the reactants needed to synthesize it. The reactants are: CS(C)=O.C(Cl)(=O)C(Cl)=O.[CH2:11]([N:14]1[C:22]2[C:17](=[CH:18][CH:19]=[C:20]([C:23]([O:25][CH3:26])=[O:24])[CH:21]=2)[C:16]([CH:27]2[CH2:32][CH2:31][CH2:30][CH2:29][CH2:28]2)=[C:15]1[C:33]1[CH:38]=[CH:37][C:36]([O:39][CH3:40])=[CH:35][C:34]=1[CH2:41][OH:42])[CH:12]=[CH2:13].CCN(CC)CC. (2) Given the product [CH:7]1([C:5]2[CH2:4][C:3](=[O:10])[N:17]([C:11]3[CH:16]=[CH:15][CH:14]=[CH:13][CH:12]=3)[N:18]=2)[CH2:8][CH2:9]1, predict the reactants needed to synthesize it. The reactants are: CO[C:3](=[O:10])[CH2:4][C:5]([CH:7]1[CH2:9][CH2:8]1)=O.[C:11]1([NH:17][NH2:18])[CH:16]=[CH:15][CH:14]=[CH:13][CH:12]=1.